Dataset: Full USPTO retrosynthesis dataset with 1.9M reactions from patents (1976-2016). Task: Predict the reactants needed to synthesize the given product. (1) Given the product [F:1][C:2]1[CH:3]=[C:4]([CH2:9][C:10]([Cl:17])=[O:12])[CH:5]=[C:6]([F:8])[CH:7]=1, predict the reactants needed to synthesize it. The reactants are: [F:1][C:2]1[CH:3]=[C:4]([CH2:9][C:10]([OH:12])=O)[CH:5]=[C:6]([F:8])[CH:7]=1.C(Cl)(C([Cl:17])=O)=O.CN(C=O)C. (2) Given the product [NH2:6][C:7]1[N:12]=[C:11]([C:13]([O:15][CH3:16])=[O:14])[CH:10]=[CH:9][CH:8]=1, predict the reactants needed to synthesize it. The reactants are: OS(O)(=O)=O.[NH2:6][C:7]1[N:12]=[C:11]([C:13]([OH:15])=[O:14])[CH:10]=[CH:9][CH:8]=1.[C:16]([O-])(O)=O.[Na+]. (3) Given the product [CH3:1][O:2][C:3](=[O:15])[C:4]1[CH:9]=[C:8]([O:10][CH3:18])[CH:7]=[C:6]([O:11][CH2:12][CH:13]=[CH2:14])[CH:5]=1, predict the reactants needed to synthesize it. The reactants are: [CH3:1][O:2][C:3](=[O:15])[C:4]1[CH:9]=[C:8]([OH:10])[CH:7]=[C:6]([O:11][CH2:12][CH:13]=[CH2:14])[CH:5]=1.CI.[C:18]([O-])([O-])=O.[K+].[K+]. (4) Given the product [CH2:13]([C:17]1[N:22]2[N:23]=[C:24]([CH3:26])[N:25]=[C:21]2[N:20]([C@H:27]2[CH2:32][CH2:31][C@H:30]([O:33][CH:34]([CH3:39])[C:35]([OH:38])([CH3:37])[CH3:36])[CH2:29][CH2:28]2)[C:19](=[O:40])[C:18]=1[CH2:41][C:42]1[CH:47]=[CH:46][C:45]([C:48]2[CH:53]=[CH:52][CH:51]=[CH:50][C:49]=2[C:54]2[NH:3][C:4](=[O:7])[O:5][N:55]=2)=[CH:44][CH:43]=1)[CH2:14][CH2:15][CH3:16], predict the reactants needed to synthesize it. The reactants are: [Cl-].O[NH3+:3].[C:4](=[O:7])([O-])[OH:5].[Na+].CS(C)=O.[CH2:13]([C:17]1[N:22]2[N:23]=[C:24]([CH3:26])[N:25]=[C:21]2[N:20]([C@H:27]2[CH2:32][CH2:31][C@H:30]([O:33][CH:34]([CH3:39])[C:35]([OH:38])([CH3:37])[CH3:36])[CH2:29][CH2:28]2)[C:19](=[O:40])[C:18]=1[CH2:41][C:42]1[CH:47]=[CH:46][C:45]([C:48]2[C:49]([C:54]#[N:55])=[CH:50][CH:51]=[CH:52][CH:53]=2)=[CH:44][CH:43]=1)[CH2:14][CH2:15][CH3:16]. (5) The reactants are: [Br:1][C:2]1[CH:3]=[CH:4][C:5]([F:28])=[C:6](/[C:8](=[N:21]\[S@@:22]([C:24]([CH3:27])([CH3:26])[CH3:25])=[O:23])/[CH2:9][C:10]2([O:13][Si:14]([C:17]([CH3:20])([CH3:19])[CH3:18])([CH3:16])[CH3:15])[CH2:12][CH2:11]2)[CH:7]=1.[Li][CH3:30]. Given the product [Br:1][C:2]1[CH:3]=[CH:4][C:5]([F:28])=[C:6]([C@:8]([NH:21][S@@:22]([C:24]([CH3:27])([CH3:26])[CH3:25])=[O:23])([CH3:30])[CH2:9][C:10]2([O:13][Si:14]([C:17]([CH3:20])([CH3:19])[CH3:18])([CH3:16])[CH3:15])[CH2:11][CH2:12]2)[CH:7]=1, predict the reactants needed to synthesize it. (6) Given the product [C:9]1([C:15]2[N:7]=[C:4]3[CH:5]=[CH:6][N:1]=[CH:2][C:3]3=[N:8][C:17]=2[C:19]2[CH:20]=[CH:21][CH:22]=[CH:23][CH:24]=2)[CH:14]=[CH:13][CH:12]=[CH:11][CH:10]=1, predict the reactants needed to synthesize it. The reactants are: [N:1]1[CH:6]=[CH:5][C:4]([NH2:7])=[C:3]([NH2:8])[CH:2]=1.[C:9]1([C:15]([C:17]([C:19]2[CH:24]=[CH:23][CH:22]=[CH:21][CH:20]=2)=O)=O)[CH:14]=[CH:13][CH:12]=[CH:11][CH:10]=1.